From a dataset of Peptide-MHC class I binding affinity with 185,985 pairs from IEDB/IMGT. Regression. Given a peptide amino acid sequence and an MHC pseudo amino acid sequence, predict their binding affinity value. This is MHC class I binding data. (1) The peptide sequence is MVINGEQGT. The MHC is HLA-B15:17 with pseudo-sequence HLA-B15:17. The binding affinity (normalized) is 0.0847. (2) The peptide sequence is MIAGVFFTF. The MHC is HLA-A32:01 with pseudo-sequence HLA-A32:01. The binding affinity (normalized) is 1.00.